From a dataset of Full USPTO retrosynthesis dataset with 1.9M reactions from patents (1976-2016). Predict the reactants needed to synthesize the given product. (1) Given the product [C:21]1([C:15]2[CH:16]=[CH:17][C:18]([CH:19]=[O:20])=[C:13]([CH:12]=[O:11])[CH:14]=2)[CH:26]=[CH:25][C:24]([CH:27]=[O:28])=[C:23]([CH:29]=[O:30])[CH:22]=1, predict the reactants needed to synthesize it. The reactants are: C(Cl)(=O)C(Cl)=O.CS(C)=O.[OH:11][CH2:12][C:13]1[CH:14]=[C:15]([C:21]2[CH:26]=[CH:25][C:24]([CH2:27][OH:28])=[C:23]([CH2:29][OH:30])[CH:22]=2)[CH:16]=[CH:17][C:18]=1[CH2:19][OH:20].C(N(CC)CC)C. (2) The reactants are: [C:1]([C:3]1[CH:8]=[CH:7][C:6](B(O)O)=[CH:5][CH:4]=1)#[N:2].C(=O)([O-])[O-].[Na+].[Na+].Br[C:19]1[CH:27]=[C:26]2[C:22]([C:23]([NH:36][C:37](=[O:41])[CH2:38][CH2:39][CH3:40])=[N:24][N:25]2[CH2:28][O:29][CH2:30][CH2:31][Si:32]([CH3:35])([CH3:34])[CH3:33])=[CH:21][CH:20]=1. Given the product [C:1]([C:3]1[CH:8]=[CH:7][C:6]([C:19]2[CH:27]=[C:26]3[C:22]([C:23]([NH:36][C:37](=[O:41])[CH2:38][CH2:39][CH3:40])=[N:24][N:25]3[CH2:28][O:29][CH2:30][CH2:31][Si:32]([CH3:35])([CH3:33])[CH3:34])=[CH:21][CH:20]=2)=[CH:5][CH:4]=1)#[N:2], predict the reactants needed to synthesize it. (3) Given the product [Br:9][C:10]1[CH:11]=[CH:12][C:13]([CH:16]([O:22][Si:1]([C:4]([CH3:7])([CH3:6])[CH3:5])([CH3:3])[CH3:2])[CH2:17][CH2:18][CH2:19][CH2:20][CH3:21])=[CH:14][CH:15]=1, predict the reactants needed to synthesize it. The reactants are: [Si:1](Cl)([C:4]([CH3:7])([CH3:6])[CH3:5])([CH3:3])[CH3:2].[Br:9][C:10]1[CH:15]=[CH:14][C:13]([CH:16]([OH:22])[CH2:17][CH2:18][CH2:19][CH2:20][CH3:21])=[CH:12][CH:11]=1.N1C=CN=C1. (4) Given the product [CH2:1]([C:8]1[CH:13]=[CH:12][C:11]([CH2:14][CH:15]([O:21][CH2:22][CH3:23])[C:16]([OH:18])=[O:17])=[CH:10][C:9]=1[O:24][CH2:25][CH2:26][C:27]1[CH:32]=[CH:31][C:30]([O:33][S:34]([CH3:37])(=[O:35])=[O:36])=[CH:29][CH:28]=1)[C:2]1[CH:3]=[CH:4][CH:5]=[CH:6][CH:7]=1, predict the reactants needed to synthesize it. The reactants are: [CH2:1]([C:8]1[CH:13]=[CH:12][C:11]([CH2:14][CH:15]([O:21][CH2:22][CH3:23])[C:16]([O:18]CC)=[O:17])=[CH:10][C:9]=1[O:24][CH2:25][CH2:26][C:27]1[CH:32]=[CH:31][C:30]([O:33][S:34]([CH3:37])(=[O:36])=[O:35])=[CH:29][CH:28]=1)[C:2]1[CH:7]=[CH:6][CH:5]=[CH:4][CH:3]=1.[Li+].[OH-].C1COCC1.S([O-])(O)(=O)=O.[K+]. (5) Given the product [CH3:1][O:2][C:3]1[C:4]([CH3:14])=[CH:5][C:6]([OH:12])=[C:7]([N+:9]([O-:11])=[O:10])[CH:8]=1, predict the reactants needed to synthesize it. The reactants are: [CH3:1][O:2][C:3]1[CH:8]=[C:7]([N+:9]([O-:11])=[O:10])[C:6]([O:12]C)=[CH:5][C:4]=1[CH3:14].B(Cl)(Cl)Cl. (6) Given the product [ClH:32].[ClH:32].[NH2:5][CH2:9][CH2:10][NH:11][S:12]([C:15]1[CH:16]=[CH:17][C:18]([C:21]2[CH:26]=[CH:25][N:24]=[C:23]3[NH:27][C:28]([CH2:30][CH3:31])=[CH:29][C:22]=23)=[CH:19][CH:20]=1)(=[O:13])=[O:14], predict the reactants needed to synthesize it. The reactants are: CC([N:5]([CH2:9][CH2:10][NH:11][S:12]([C:15]1[CH:20]=[CH:19][C:18]([C:21]2[CH:26]=[CH:25][N:24]=[C:23]3[NH:27][C:28]([CH2:30][CH3:31])=[CH:29][C:22]=23)=[CH:17][CH:16]=1)(=[O:14])=[O:13])C(=O)[O-])(C)C.[ClH:32]. (7) The reactants are: Br[C:2]1[CH:3]=[C:4]2[C:10]([C:11]3[CH:16]=[C:15]([CH2:17][CH3:18])[N:14]=[C:13]([NH2:19])[N:12]=3)=[CH:9][NH:8][C:5]2=[N:6][CH:7]=1.C[C:21]1[C:25](B2OC(C)(C)C(C)(C)O2)=[CH:24][NH:23][N:22]=1.[C:35]([O-])([O-])=O.[Na+].[Na+]. Given the product [CH2:17]([C:15]1[CH:16]=[C:11]([C:10]2[C:4]3[C:5](=[N:6][CH:7]=[C:2]([C:25]4[CH:21]=[N:22][N:23]([CH3:35])[CH:24]=4)[CH:3]=3)[NH:8][CH:9]=2)[N:12]=[C:13]([NH2:19])[N:14]=1)[CH3:18], predict the reactants needed to synthesize it. (8) Given the product [F:1][C:2]1[CH:7]=[C:6]([C:8]2[CH:13]=[CH:12][N:11]=[C:10]([CH3:14])[CH:9]=2)[C:5]([CH3:15])=[CH:4][C:3]=1[CH2:24][C:23]([O:22][C:18]([CH3:21])([CH3:20])[CH3:19])=[O:26], predict the reactants needed to synthesize it. The reactants are: [F:1][C:2]1[C:3](I)=[CH:4][C:5]([CH3:15])=[C:6]([C:8]2[CH:13]=[CH:12][N:11]=[C:10]([CH3:14])[CH:9]=2)[CH:7]=1.[Cl-].[C:18]([O:22][C:23](=[O:26])[CH2:24][Zn+])([CH3:21])([CH3:20])[CH3:19].